This data is from Forward reaction prediction with 1.9M reactions from USPTO patents (1976-2016). The task is: Predict the product of the given reaction. Given the reactants [C:1]([OH:20])(=[O:19])[CH2:2][CH2:3][CH2:4][CH2:5][CH2:6][CH2:7][CH2:8]/[CH:9]=[CH:10]\[CH2:11][CH2:12][CH2:13][CH2:14][CH2:15][CH2:16][CH2:17][CH3:18].C(O)(=O)CCCCCCC/C=C\C/C=C\CCCCC.[C:41]([OH:62])(=[O:61])[CH2:42][CH2:43][CH2:44][CH2:45][CH2:46][CH2:47][CH2:48]/[CH:49]=[CH:50]\[CH2:51][CH2:52][CH2:53][CH2:54][CH2:55][CH2:56][CH2:57][CH2:58][CH2:59][CH3:60].C(O)(=O)CCCCCCCCCCC/C=C\CCCCCCCC, predict the reaction product. The product is: [C:1]([OH:20])(=[O:19])[CH2:2][CH2:3][CH2:4][CH2:5]/[CH:6]=[CH:7]\[CH2:8][CH2:9][CH2:10][CH2:11][CH2:12][CH2:13][CH2:14][CH2:15][CH2:16][CH2:17][CH3:18].[C:41]([OH:62])(=[O:61])[CH2:42][CH2:43][CH2:44]/[CH:45]=[CH:46]\[CH2:47]/[CH:48]=[CH:49]\[CH2:50]/[CH:51]=[CH:52]\[CH2:53]/[CH:54]=[CH:55]\[CH2:56][CH2:57][CH2:58][CH2:59][CH3:60].